This data is from hERG Central: cardiac toxicity at 1µM, 10µM, and general inhibition. The task is: Predict hERG channel inhibition at various concentrations. (1) The molecule is CCN(CC(=O)NCc1ccc(Cl)cc1)C(=O)CCOc1ccc(C)cc1. Results: hERG_inhib (hERG inhibition (general)): blocker. (2) The molecule is COc1ccccc1Nc1nc(N)nc(CN2CC(C)CC(C)C2)n1. Results: hERG_inhib (hERG inhibition (general)): blocker. (3) The molecule is CC12CC3CC(C)(C1)CC(NCc1ccncc1)(C3)C2.Cl. Results: hERG_inhib (hERG inhibition (general)): blocker. (4) The molecule is COc1ccc(CN(CC(=O)NCc2ccc(F)cc2)C(=O)c2csnn2)cc1. Results: hERG_inhib (hERG inhibition (general)): blocker. (5) The compound is CCOc1ccc(NC(=O)c2c(NC(=O)CNCCN3CCOCC3)sc3c2CCC3)cc1. Results: hERG_inhib (hERG inhibition (general)): blocker. (6) The molecule is CCN1CCN(c2nnc(-c3ccc(C)cc3)c3ccccc23)CC1. Results: hERG_inhib (hERG inhibition (general)): blocker.